From a dataset of TCR-epitope binding with 47,182 pairs between 192 epitopes and 23,139 TCRs. Binary Classification. Given a T-cell receptor sequence (or CDR3 region) and an epitope sequence, predict whether binding occurs between them. (1) The epitope is GTITSGWTF. The TCR CDR3 sequence is CASSPGLEMGEELFF. Result: 1 (the TCR binds to the epitope). (2) The epitope is MMISAGFSL. The TCR CDR3 sequence is CASSSTGRVLTEAFF. Result: 0 (the TCR does not bind to the epitope). (3) The epitope is IPIQASLPF. The TCR CDR3 sequence is CASSETSGPSYEQYF. Result: 0 (the TCR does not bind to the epitope). (4) The epitope is RLYYDSMSY. The TCR CDR3 sequence is CASSLNLGQGASNEQFF. Result: 0 (the TCR does not bind to the epitope). (5) The epitope is LEPLVDLPI. The TCR CDR3 sequence is CASSWGGASGETQYF. Result: 0 (the TCR does not bind to the epitope). (6) The epitope is KLGGALQAK. The TCR CDR3 sequence is CASSTYGETQYF. Result: 1 (the TCR binds to the epitope). (7) The epitope is KLWAQCVQL. The TCR CDR3 sequence is CASSLMGGEDEQYF. Result: 1 (the TCR binds to the epitope). (8) The epitope is YLNTLTLAV. The TCR CDR3 sequence is CASSLISDEQFF. Result: 1 (the TCR binds to the epitope). (9) The epitope is NLVPMVATV. The TCR CDR3 sequence is CSVGGSGGADTQYF. Result: 1 (the TCR binds to the epitope).